From a dataset of Peptide-MHC class I binding affinity with 185,985 pairs from IEDB/IMGT. Regression. Given a peptide amino acid sequence and an MHC pseudo amino acid sequence, predict their binding affinity value. This is MHC class I binding data. (1) The peptide sequence is KIDVVGIEW. The MHC is HLA-B57:01 with pseudo-sequence HLA-B57:01. The binding affinity (normalized) is 0.406. (2) The peptide sequence is KELENEYYF. The MHC is HLA-B15:17 with pseudo-sequence HLA-B15:17. The binding affinity (normalized) is 0.0847. (3) The peptide sequence is SMMGFKMNY. The MHC is HLA-A30:02 with pseudo-sequence HLA-A30:02. The binding affinity (normalized) is 0.784. (4) The peptide sequence is AEQSRIFEEL. The MHC is HLA-B40:01 with pseudo-sequence HLA-B40:01. The binding affinity (normalized) is 0.147. (5) The peptide sequence is FTFERSKIK. The MHC is HLA-A02:01 with pseudo-sequence HLA-A02:01. The binding affinity (normalized) is 0.0847. (6) The peptide sequence is CQFDHVNTLH. The MHC is HLA-A03:01 with pseudo-sequence HLA-A03:01. The binding affinity (normalized) is 0.0923. (7) The MHC is HLA-A30:01 with pseudo-sequence HLA-A30:01. The peptide sequence is ANPGRVKDW. The binding affinity (normalized) is 0.0847.